This data is from Full USPTO retrosynthesis dataset with 1.9M reactions from patents (1976-2016). The task is: Predict the reactants needed to synthesize the given product. (1) Given the product [CH3:26][N:25]([CH2:24][CH2:23][O:20][C:11]1[C:10]2[CH:21]=[C:6]([C:3]([O:5][CH2:23][CH2:24][N:25]([CH3:27])[CH3:26])=[O:4])[CH:7]=[CH:8][C:9]=2[S:15][C:14]2[CH:16]=[CH:17][CH:18]=[CH:19][C:13]=2[CH:12]=1)[CH3:27], predict the reactants needed to synthesize it. The reactants are: [H-].[Na+].[C:3]([C:6]1[CH:7]=[CH:8][C:9]2[S:15][C:14]3[CH:16]=[CH:17][CH:18]=[CH:19][C:13]=3[CH2:12][C:11](=[O:20])[C:10]=2[CH:21]=1)([OH:5])=[O:4].Cl[CH2:23][CH2:24][N:25]([CH3:27])[CH3:26].O. (2) Given the product [F:1][C:2]([F:7])([F:6])[C:3]([OH:5])=[O:4].[CH3:19][CH:17]([O:16][C:15]1[C:10]([C:8]#[N:9])=[CH:11][C:12]([C:20]2[O:24][N:23]=[C:22]([C:25]3[CH:26]=[C:27]4[C:32](=[CH:33][CH:34]=3)[CH2:31][NH:30][CH2:29][CH2:28]4)[N:21]=2)=[CH:13][N:14]=1)[CH3:18], predict the reactants needed to synthesize it. The reactants are: [F:1][C:2]([F:7])([F:6])[C:3]([OH:5])=[O:4].[C:8]([C:10]1[CH:11]=[C:12]([C:20]2[O:24][N:23]=[C:22]([C:25]3[CH:26]=[C:27]4[C:32](=[CH:33][CH:34]=3)[CH2:31][N:30](C(OC(C)(C)C)=O)[CH2:29][CH2:28]4)[N:21]=2)[CH:13]=[N:14][C:15]=1[O:16][CH:17]([CH3:19])[CH3:18])#[N:9]. (3) Given the product [Br:24][C:9]1[CH:8]=[C:7]([C:4]2[CH:3]=[CH:2][N:1]=[CH:6][CH:5]=2)[CH:16]=[C:15]2[C:10]=1[CH:11]=[CH:12][N:13]=[CH:14]2, predict the reactants needed to synthesize it. The reactants are: [N:1]1[CH:6]=[CH:5][C:4]([C:7]2[CH:16]=[C:15]3[C:10]([CH:11]=[CH:12][N:13]=[CH:14]3)=[CH:9][CH:8]=2)=[CH:3][CH:2]=1.C1C(=O)N([Br:24])C(=O)C1.C([O-])(O)=O.[Na+]. (4) Given the product [C:3]([N:11]1[CH2:16][CH2:15][N:14]([C:17](=[O:31])[C:18]([C:20]2[C:28]3[C:23](=[N:24][C:25]([N:33]4[CH:37]=[N:38][N:35]=[N:34]4)=[CH:26][CH:27]=3)[NH:22][CH:21]=2)=[O:19])[C@H:13]([CH3:32])[CH2:12]1)(=[O:10])[C:4]1[CH:9]=[CH:8][CH:7]=[CH:6][CH:5]=1, predict the reactants needed to synthesize it. The reactants are: [NH4+].[Cl-].[C:3]([N:11]1[CH2:16][CH2:15][N:14]([C:17](=[O:31])[C:18]([C:20]2[C:28]3[C:23](=[N:24][C:25](C#N)=[CH:26][CH:27]=3)[NH:22][CH:21]=2)=[O:19])[C@H:13]([CH3:32])[CH2:12]1)(=[O:10])[C:4]1[CH:9]=[CH:8][CH:7]=[CH:6][CH:5]=1.[N-:33]=[N+:34]=[N-:35].[Na+].[CH3:37][N:38](C=O)C. (5) Given the product [OH:2][NH:1][S:10]([C:7]1[CH:8]=[CH:9][N:5]([CH3:4])[N:6]=1)(=[O:12])=[O:11], predict the reactants needed to synthesize it. The reactants are: [NH2:1][OH:2].O.[CH3:4][N:5]1[CH:9]=[CH:8][C:7]([S:10](Cl)(=[O:12])=[O:11])=[N:6]1.S(Cl)(Cl)(=O)=O. (6) Given the product [C:27]([C:29]1[CH:36]=[CH:35][C:32]([CH2:33][NH:2][N:3]2[CH2:7][CH:6]([C:8]3[CH:13]=[CH:12][C:11]([CH3:14])=[C:10]([CH3:15])[CH:9]=3)[N:5]([CH2:16][CH2:17][C:18]3[CH:19]=[CH:20][C:21]([O:24][CH3:25])=[CH:22][CH:23]=3)[C:4]2=[O:26])=[CH:31][CH:30]=1)#[N:28], predict the reactants needed to synthesize it. The reactants are: Cl.[NH2:2][N:3]1[CH2:7][CH:6]([C:8]2[CH:13]=[CH:12][C:11]([CH3:14])=[C:10]([CH3:15])[CH:9]=2)[N:5]([CH2:16][CH2:17][C:18]2[CH:23]=[CH:22][C:21]([O:24][CH3:25])=[CH:20][CH:19]=2)[C:4]1=[O:26].[C:27]([C:29]1[CH:36]=[CH:35][C:32]([CH:33]=O)=[CH:31][CH:30]=1)#[N:28].[BH3-]C#N.[Na+].C([O-])(O)=O.[Na+]. (7) Given the product [CH3:22][C:21]1[CH:20]=[CH:19][N:18]=[CH:17][C:16]=1[N:2]1[CH2:3][CH2:4][C:5]2[S:9][C:8]3[CH:10]=[CH:11][CH:12]=[CH:13][C:7]=3[C:6]=2[C:1]1=[O:14], predict the reactants needed to synthesize it. The reactants are: [C:1]1(=[O:14])[C:6]2[C:7]3[CH:13]=[CH:12][CH:11]=[CH:10][C:8]=3[S:9][C:5]=2[CH2:4][CH2:3][NH:2]1.I[C:16]1[CH:17]=[N:18][CH:19]=[CH:20][C:21]=1[CH3:22].N[C@@H]1CCCC[C@H]1N.P([O-])([O-])([O-])=O.[K+].[K+].[K+]. (8) Given the product [CH:1]1([NH:8][C:9]2[S:10][C:13]3([C:17](=[O:18])[N:11]=2)[CH2:16][CH2:15][CH2:14]3)[CH2:7][CH2:6][CH2:5][CH2:4][CH2:3][CH2:2]1, predict the reactants needed to synthesize it. The reactants are: [CH:1]1([NH:8][C:9]([NH2:11])=[S:10])[CH2:7][CH2:6][CH2:5][CH2:4][CH2:3][CH2:2]1.Br[C:13]1([C:17](OCC)=[O:18])[CH2:16][CH2:15][CH2:14]1. (9) Given the product [CH3:1][O:2][C:3]([C@H:4]1[C@H:5]([C:7]2[CH:12]=[CH:11][CH:10]=[CH:9][C:8]=2[Cl:13])[O:6][C:18]([CH3:20])([CH3:19])[O:14]1)=[O:15], predict the reactants needed to synthesize it. The reactants are: [CH3:1][O:2][C:3](=[O:15])[C@H:4]([OH:14])[C@H:5]([C:7]1[CH:12]=[CH:11][CH:10]=[CH:9][C:8]=1[Cl:13])[OH:6].CO[C:18](OC)([CH3:20])[CH3:19].C1(C)C=CC(S(O)(=O)=O)=CC=1.